This data is from Full USPTO retrosynthesis dataset with 1.9M reactions from patents (1976-2016). The task is: Predict the reactants needed to synthesize the given product. Given the product [C:1]([O:5][C:6](=[O:37])[NH:7][C:8]1[S:9][C:10]2[CH:27]([O:29][Si:30]([C:33]([CH3:36])([CH3:35])[CH3:34])([CH3:32])[CH3:31])[CH2:28][CH2:40][CH:39]([C:38]#[N:41])[C:11]=2[C:12]=1[S:13](=[O:25])(=[O:26])[N:14]([CH2:16][CH2:17][C:18]1[CH:19]=[CH:20][C:21]([F:24])=[CH:22][CH:23]=1)[CH3:15])([CH3:3])([CH3:2])[CH3:4], predict the reactants needed to synthesize it. The reactants are: [C:1]([O:5][C:6](=[O:37])[NH:7][C:8]1[S:9][C:10]([C:27]([O:29][Si:30]([C:33]([CH3:36])([CH3:35])[CH3:34])([CH3:32])[CH3:31])=[CH2:28])=[CH:11][C:12]=1[S:13](=[O:26])(=[O:25])[N:14]([CH2:16][CH2:17][C:18]1[CH:23]=[CH:22][C:21]([F:24])=[CH:20][CH:19]=1)[CH3:15])([CH3:4])([CH3:3])[CH3:2].[C:38](#[N:41])[CH:39]=[CH2:40].